The task is: Predict the product of the given reaction.. This data is from Forward reaction prediction with 1.9M reactions from USPTO patents (1976-2016). (1) Given the reactants [Cl:1][C:2]1[C:11]2[C:6](=[CH:7][C:8]([O:20][CH3:21])=[CH:9][C:10]=2[O:12][CH:13]2[CH2:18][CH2:17][N:16]([CH3:19])[CH2:15][CH2:14]2)[N:5]=[CH:4][N:3]=1.[C:22]([C:24]1[CH:25]=[C:26]([CH:28]=[CH:29][C:30]=1[O:31][CH2:32][C:33]1[CH:38]=[CH:37][CH:36]=[C:35]([F:39])[CH:34]=1)[NH2:27])#[CH:23], predict the reaction product. The product is: [ClH:1].[C:22]([C:24]1[CH:25]=[C:26]([CH:28]=[CH:29][C:30]=1[O:31][CH2:32][C:33]1[CH:38]=[CH:37][CH:36]=[C:35]([F:39])[CH:34]=1)[NH:27][C:2]1[C:11]2[C:6](=[CH:7][C:8]([O:20][CH3:21])=[CH:9][C:10]=2[O:12][CH:13]2[CH2:18][CH2:17][N:16]([CH3:19])[CH2:15][CH2:14]2)[N:5]=[CH:4][N:3]=1)#[CH:23]. (2) Given the reactants C1(P(C2C=CC=CC=2)C2C=CC=CC=2)C=CC=CC=1.CC[O:22]C(/N=N/C(OCC)=O)=O.C1(C)C=CC=CC=1.[OH:39][CH:40]1[CH2:45][CH2:44][N:43]([C:46]([O:48][C:49]([CH3:52])([CH3:51])[CH3:50])=[O:47])[CH2:42][CH2:41]1.[CH2:53]([O:55][C:56](=[O:68])[C:57](=O)[CH2:58][CH2:59][C:60]1[CH:65]=[CH:64][C:63](O)=[CH:62][CH:61]=1)[CH3:54], predict the reaction product. The product is: [C:49]([O:48][C:46]([N:43]1[CH2:42][CH2:41][CH:40]([O:39][C:63]2[CH:64]=[CH:65][C:60]([C:59](=[O:22])[CH2:58][CH2:57][C:56]([O:55][CH2:53][CH3:54])=[O:68])=[CH:61][CH:62]=2)[CH2:45][CH2:44]1)=[O:47])([CH3:52])([CH3:51])[CH3:50]. (3) Given the reactants Cl[Si:2]([C:5]([CH3:8])([CH3:7])[CH3:6])([CH3:4])[CH3:3].[Cl:9][C:10]1[CH:11]=[C:12]([CH:24]=[C:25]([Cl:27])[CH:26]=1)[O:13][C:14]1[C:15]([CH3:23])=[N:16][N:17]([CH2:20][CH2:21][OH:22])[C:18]=1[CH3:19].N1C=CN=C1.O, predict the reaction product. The product is: [Si:2]([O:22][CH2:21][CH2:20][N:17]1[C:18]([CH3:19])=[C:14]([O:13][C:12]2[CH:24]=[C:25]([Cl:27])[CH:26]=[C:10]([Cl:9])[CH:11]=2)[C:15]([CH3:23])=[N:16]1)([C:5]([CH3:8])([CH3:7])[CH3:6])([CH3:4])[CH3:3]. (4) Given the reactants Br[C:2]1[CH:13]=[C:12]([F:14])[CH:11]=[CH:10][C:3]=1[O:4][CH:5]1[CH2:9][CH2:8][O:7][CH2:6]1.C([Mg]Cl)(C)C.CN([CH:23]=[O:24])C, predict the reaction product. The product is: [F:14][C:12]1[CH:11]=[CH:10][C:3]([O:4][CH:5]2[CH2:9][CH2:8][O:7][CH2:6]2)=[C:2]([CH:13]=1)[CH:23]=[O:24]. (5) Given the reactants [CH2:1]([O:8][C:9]([N:11]1[CH2:16][CH2:15][CH2:14][CH:13]([C:17]2[CH:22]=[CH:21][C:20]([CH3:23])=[C:19]([NH2:24])[CH:18]=2)[CH2:12]1)=[O:10])[C:2]1[CH:7]=[CH:6][CH:5]=[CH:4][CH:3]=1.C(N(CC)CC)C.[F:32][C:33]([F:46])([F:45])[S:34](O[S:34]([C:33]([F:46])([F:45])[F:32])(=[O:36])=[O:35])(=[O:36])=[O:35], predict the reaction product. The product is: [CH2:1]([O:8][C:9]([N:11]1[CH2:16][CH2:15][CH2:14][CH:13]([C:17]2[CH:22]=[CH:21][C:20]([CH3:23])=[C:19]([NH:24][S:34]([C:33]([F:46])([F:45])[F:32])(=[O:36])=[O:35])[CH:18]=2)[CH2:12]1)=[O:10])[C:2]1[CH:3]=[CH:4][CH:5]=[CH:6][CH:7]=1.